Dataset: Catalyst prediction with 721,799 reactions and 888 catalyst types from USPTO. Task: Predict which catalyst facilitates the given reaction. Product: [F:47][C:46]([F:49])([F:48])[S:43]([O:15][C:13]1[N:12]=[N:11][C:10]2[N:6]([CH:1]3[CH2:5][CH2:4][CH2:3][CH2:2]3)[C:7]3[N:20]=[C:19]([NH2:21])[N:18]=[CH:17][C:8]=3[C:9]=2[CH:14]=1)(=[O:45])=[O:44]. The catalyst class is: 527. Reactant: [CH:1]1([N:6]2[C:10]3[N:11]=[N:12][C:13]([O:15]C)=[CH:14][C:9]=3[C:8]3[CH:17]=[N:18][C:19]([NH2:21])=[N:20][C:7]2=3)[CH2:5][CH2:4][CH2:3][CH2:2]1.Cl.N1C=CC=CC=1.C(N(CC)CC)C.C1C=CC(N([S:43]([C:46]([F:49])([F:48])[F:47])(=[O:45])=[O:44])[S:43]([C:46]([F:49])([F:48])[F:47])(=[O:45])=[O:44])=CC=1.